Dataset: Forward reaction prediction with 1.9M reactions from USPTO patents (1976-2016). Task: Predict the product of the given reaction. (1) Given the reactants N#N.[NH:3]1[C:7]2[CH:8]=[CH:9][CH:10]=[CH:11][C:6]=2[N:5]=[C:4]1[C@H:12]([NH:22][C:23](=[O:40])[NH:24][CH2:25][CH2:26][CH:27]1[CH2:32][CH2:31][N:30](C(OC(C)(C)C)=O)[CH2:29][CH2:28]1)[CH2:13][C:14]1[CH:19]=[CH:18][C:17]([O:20][CH3:21])=[CH:16][CH:15]=1.FC(F)(F)S(O[Si](C(C)(C)C)(C)C)(=O)=O, predict the reaction product. The product is: [NH:3]1[C:7]2[CH:8]=[CH:9][CH:10]=[CH:11][C:6]=2[N:5]=[C:4]1[C@H:12]([NH:22][C:23]([NH:24][CH2:25][CH2:26][CH:27]1[CH2:28][CH2:29][NH:30][CH2:31][CH2:32]1)=[O:40])[CH2:13][C:14]1[CH:15]=[CH:16][C:17]([O:20][CH3:21])=[CH:18][CH:19]=1. (2) Given the reactants [CH2:1]=[C:2]1[CH:19]2[C@:14]([CH3:21])([CH2:15][CH2:16][C:17](=O)[CH2:18]2)[C@@H:13]2[C@H:4]([C@H:5]3[C@@:9]([CH2:11][CH2:12]2)([CH3:10])[C:8](=[O:22])[CH2:7][CH2:6]3)[CH2:3]1.[ClH:23].Cl.[NH2:25][CH2:26][CH2:27][O:28][NH2:29], predict the reaction product. The product is: [ClH:23].[NH2:25][CH2:26][CH2:27][O:28][N:29]=[C:17]1[CH2:16][CH2:15][C@@:14]2([CH3:21])[CH:19]([C:2](=[CH2:1])[CH2:3][C@@H:4]3[C@@H:13]2[CH2:12][CH2:11][C@@:9]2([CH3:10])[C@H:5]3[CH2:6][CH2:7][C:8]2=[O:22])[CH2:18]1. (3) Given the reactants [NH2:1][C:2]1[CH:10]=[CH:9][CH:8]=[C:7]2[C:3]=1[CH:4]=[N:5][N:6]2[C:11]([C:18]1[CH:23]=[CH:22][C:21]([Br:24])=[CH:20][CH:19]=1)([CH2:16][CH3:17])[C:12]([O:14][CH3:15])=[O:13].[CH3:25][C:26]([O:29][C:30](O[C:30]([O:29][C:26]([CH3:28])([CH3:27])[CH3:25])=[O:31])=[O:31])([CH3:28])[CH3:27], predict the reaction product. The product is: [Br:24][C:21]1[CH:20]=[CH:19][C:18]([C:11]([N:6]2[C:7]3[C:3](=[C:2]([NH:1][C:30]([O:29][C:26]([CH3:28])([CH3:27])[CH3:25])=[O:31])[CH:10]=[CH:9][CH:8]=3)[CH:4]=[N:5]2)([CH2:16][CH3:17])[C:12]([O:14][CH3:15])=[O:13])=[CH:23][CH:22]=1. (4) Given the reactants [Br:1][C:2]1[CH:7]=[CH:6][C:5]([C:8]([C:10]2[CH:15]=[CH:14][CH:13]=[CH:12][CH:11]=2)=[O:9])=[CH:4][C:3]=1[CH3:16].[CH3:17][Mg]Br, predict the reaction product. The product is: [Br:1][C:2]1[CH:7]=[CH:6][C:5]([C:8]([C:10]2[CH:11]=[CH:12][CH:13]=[CH:14][CH:15]=2)([OH:9])[CH3:17])=[CH:4][C:3]=1[CH3:16].